From a dataset of Reaction yield outcomes from USPTO patents with 853,638 reactions. Predict the reaction yield, written as a fraction of the theoretical maximum amount of product (1.0 means a 100% yield; for example, 0.34 means a 34% yield). The reactants are CC([O-])(C)C.[K+].[C:7]([CH2:9][C:10]([NH2:12])=[O:11])#[N:8].[CH3:13][C:14](=O)[CH:15]=[CH:16][CH2:17][CH3:18].O=O.Cl. The catalyst is CS(C)=O.O. The product is [CH2:17]([C:16]1[CH:15]=[C:14]([CH3:13])[NH:12][C:10](=[O:11])[C:9]=1[C:7]#[N:8])[CH3:18]. The yield is 0.310.